Dataset: Full USPTO retrosynthesis dataset with 1.9M reactions from patents (1976-2016). Task: Predict the reactants needed to synthesize the given product. (1) Given the product [CH2:31]([C:28]1[CH:29]=[CH:30][C:25]([O:24][CH2:23][CH2:22][CH2:21][N:16]2[C:17]([CH3:20])=[CH:18][CH:19]=[C:15]2[C:12]2[CH:11]=[CH:10][C:9]([OH:8])=[CH:14][CH:13]=2)=[CH:26][CH:27]=1)[C:32]1[CH:33]=[CH:34][CH:35]=[CH:36][CH:37]=1, predict the reactants needed to synthesize it. The reactants are: C([O:8][C:9]1[CH:14]=[CH:13][C:12]([C:15]2[N:16]([CH2:21][CH2:22][CH2:23][O:24][C:25]3[CH:30]=[CH:29][C:28]([CH2:31][C:32]4[CH:37]=[CH:36][CH:35]=[CH:34][CH:33]=4)=[CH:27][CH:26]=3)[C:17]([CH3:20])=[CH:18][CH:19]=2)=[CH:11][CH:10]=1)C1C=CC=CC=1. (2) The reactants are: [NH2:1][C:2]1[C:7]([C:8]([NH:10][CH3:11])=[O:9])=[C:6](F)[C:5]([Br:13])=[CH:4][CH:3]=1.FC1C2C(=O)[O:22][C:21](=O)NC=2C=CC=1.COC1C2C(=O)OC(=O)NC=2C=CC=1. Given the product [NH2:1][C:2]1[C:7]([C:8]([NH:10][CH3:11])=[O:9])=[C:6]([O:22][CH3:21])[C:5]([Br:13])=[CH:4][CH:3]=1, predict the reactants needed to synthesize it. (3) Given the product [Cl:25][C:22]1[CH:23]=[CH:24][C:19]([C@H:17]([NH:16][C:15]2[C:10]3[CH2:9][NH:8][CH2:27][CH2:26][C:11]=3[N:12]=[CH:13][N:14]=2)[CH3:18])=[CH:20][CH:21]=1, predict the reactants needed to synthesize it. The reactants are: C([N:8]1[CH2:27][CH2:26][C:11]2[N:12]=[CH:13][N:14]=[C:15]([NH:16][C@@H:17]([C:19]3[CH:24]=[CH:23][C:22]([Cl:25])=[CH:21][CH:20]=3)[CH3:18])[C:10]=2[CH2:9]1)C1C=CC=CC=1.ClC(OC(Cl)C)=O.C(N(CC)C(C)C)(C)C.